From a dataset of Full USPTO retrosynthesis dataset with 1.9M reactions from patents (1976-2016). Predict the reactants needed to synthesize the given product. (1) Given the product [F:22][P-:23]([F:28])([F:27])([F:26])([F:25])[F:24].[F:22][P-:23]([F:28])([F:27])([F:26])([F:25])[F:24].[Cl:11][CH2:12][N+:13]12[CH2:20][CH2:19][N+:16]([F:21])([CH2:17][CH2:18]1)[CH2:15][CH2:14]2, predict the reactants needed to synthesize it. The reactants are: F[B-](F)(F)F.F[B-](F)(F)F.[Cl:11][CH2:12][N+:13]12[CH2:20][CH2:19][N+:16]([F:21])([CH2:17][CH2:18]1)[CH2:15][CH2:14]2.[F:22][P-:23]([F:28])([F:27])([F:26])([F:25])[F:24].[NH4+]. (2) Given the product [Cl:19][C:20]1[CH:21]=[C:22]([CH:26]=[CH:27][N:28]=1)[C:23]([NH:1][C:2]1[CH:18]=[CH:17][CH:16]=[C:4]([O:5][C:6]2[CH:11]=[CH:10][N:9]=[C:8]3[NH:12][C:13](=[O:15])[NH:14][C:7]=23)[CH:3]=1)=[O:24], predict the reactants needed to synthesize it. The reactants are: [NH2:1][C:2]1[CH:3]=[C:4]([CH:16]=[CH:17][CH:18]=1)[O:5][C:6]1[CH:11]=[CH:10][N:9]=[C:8]2[NH:12][C:13](=[O:15])[NH:14][C:7]=12.[Cl:19][C:20]1[CH:21]=[C:22]([CH:26]=[CH:27][N:28]=1)[C:23](Cl)=[O:24].